From a dataset of Full USPTO retrosynthesis dataset with 1.9M reactions from patents (1976-2016). Predict the reactants needed to synthesize the given product. (1) The reactants are: [NH2:1][C:2]1[CH:7]=[CH:6][C:5]([C:8]2[CH:13]=[CH:12][C:11]([S:14]([N:17]3[CH:21]([C:22]([OH:24])=[O:23])[CH2:20][CH:19]4[CH2:25][CH2:26][CH2:27][CH:18]34)(=[O:16])=[O:15])=[CH:10][CH:9]=2)=[CH:4][CH:3]=1.N1C=CC=CC=1.Cl[C:35]([O:37][CH2:38][CH:39]1[CH2:41][CH2:40]1)=[O:36]. Given the product [CH:39]1([CH2:38][O:37][C:35]([NH:1][C:2]2[CH:7]=[CH:6][C:5]([C:8]3[CH:9]=[CH:10][C:11]([S:14]([N:17]4[CH:21]([C:22]([OH:24])=[O:23])[CH2:20][CH:19]5[CH2:25][CH2:26][CH2:27][CH:18]45)(=[O:16])=[O:15])=[CH:12][CH:13]=3)=[CH:4][CH:3]=2)=[O:36])[CH2:41][CH2:40]1, predict the reactants needed to synthesize it. (2) Given the product [CH3:21][C:11]1[CH:16]=[CH:15][C:14]([S:17]([O:5][CH2:4][C:3]([OH:8])([CH2:6][O:7][S:17]([C:14]2[CH:15]=[CH:16][C:11]([CH3:21])=[CH:12][CH:13]=2)(=[O:19])=[O:18])[C:2]([F:10])([F:9])[F:1])(=[O:19])=[O:18])=[CH:13][CH:12]=1, predict the reactants needed to synthesize it. The reactants are: [F:1][C:2]([F:10])([F:9])[C:3]([OH:8])([CH2:6][OH:7])[CH2:4][OH:5].[C:11]1([CH3:21])[CH:16]=[CH:15][C:14]([S:17](Cl)(=[O:19])=[O:18])=[CH:13][CH:12]=1. (3) Given the product [S:16]1[CH:17]=[CH:18][N:19]=[C:15]1[N:1]1[C:5]2=[N:6][CH:7]=[CH:8][CH:9]=[C:4]2[C:3]([C:10]([O:12][CH3:13])=[O:11])=[CH:2]1, predict the reactants needed to synthesize it. The reactants are: [NH:1]1[C:5]2=[N:6][CH:7]=[CH:8][CH:9]=[C:4]2[C:3]([C:10]([O:12][CH3:13])=[O:11])=[CH:2]1.Br[C:15]1[S:16][CH:17]=[CH:18][N:19]=1.C(=O)([O-])[O-].[Cs+].[Cs+]. (4) Given the product [CH3:1][N:2]1[C:6]([C:7]([CH:9]2[CH2:14][CH2:13][N:12]([C:15](=[O:17])[CH3:22])[CH2:11][CH2:10]2)=[O:8])=[CH:5][N:4]=[CH:3]1, predict the reactants needed to synthesize it. The reactants are: [CH3:1][N:2]1[C:6]([C:7]([CH:9]2[CH2:14][CH2:13][N:12]([C:15]([O:17]C(C)(C)C)=O)[CH2:11][CH2:10]2)=[O:8])=[CH:5][N:4]=[CH:3]1.[C:22](O)(C(F)(F)F)=O.C(OC(=O)C)(=O)C. (5) The reactants are: Br[C:2]1[CH:7]=[CH:6][C:5]([CH2:8][N:9]2[CH2:14][CH2:13][N:12]([C:15]([O:17][C:18]([CH3:21])([CH3:20])[CH3:19])=[O:16])[CH2:11][CH2:10]2)=[C:4]([CH3:22])[CH:3]=1.[CH3:23][C:24]1[CH:25]=[C:26](B(O)O)[CH:27]=[CH:28][CH:29]=1.C(=O)([O-])[O-].[K+].[K+].O1CCOCC1. Given the product [CH3:22][C:4]1[CH:3]=[C:2]([C:28]2[CH:27]=[CH:26][CH:25]=[C:24]([CH3:23])[CH:29]=2)[CH:7]=[CH:6][C:5]=1[CH2:8][N:9]1[CH2:14][CH2:13][N:12]([C:15]([O:17][C:18]([CH3:21])([CH3:20])[CH3:19])=[O:16])[CH2:11][CH2:10]1, predict the reactants needed to synthesize it.